Dataset: Catalyst prediction with 721,799 reactions and 888 catalyst types from USPTO. Task: Predict which catalyst facilitates the given reaction. (1) Reactant: [F:1][C:2]1[CH:7]=[CH:6][C:5]([C:8]2[N:9]=[C:10]3[C:15]([CH3:16])=[C:14]([CH3:17])[C:13]([N:18]4[CH2:23][CH2:22][N:21](C(OC(C)(C)C)=O)[CH2:20][CH2:19]4)=[N:12][N:11]3[C:31]=2[C:32]2[CH:37]=[CH:36][N:35]=[CH:34][CH:33]=2)=[CH:4][CH:3]=1.FC(F)(F)C(O)=O. Product: [F:1][C:2]1[CH:7]=[CH:6][C:5]([C:8]2[N:9]=[C:10]3[C:15]([CH3:16])=[C:14]([CH3:17])[C:13]([N:18]4[CH2:23][CH2:22][NH:21][CH2:20][CH2:19]4)=[N:12][N:11]3[C:31]=2[C:32]2[CH:33]=[CH:34][N:35]=[CH:36][CH:37]=2)=[CH:4][CH:3]=1. The catalyst class is: 4. (2) Reactant: [CH3:1][S:2]([C:5]1[CH:6]=[C:7]([C:11]2[CH:16]=[CH:15][C:14]([C:17]3[N:21]([CH2:22][C:23]([O:25][CH2:26][CH3:27])=[O:24])[N:20]=[C:19](OS(C(F)(F)F)(=O)=O)[CH:18]=3)=[CH:13][CH:12]=2)[CH:8]=[CH:9][CH:10]=1)(=[O:4])=[O:3].[CH3:36][C:37]1(C)[C:41](C)(C)OB(C(C)=C)O1.C([O-])([O-])=O.[Na+].[Na+]. Product: [CH3:1][S:2]([C:5]1[CH:6]=[C:7]([C:11]2[CH:12]=[CH:13][C:14]([C:17]3[N:21]([CH2:22][C:23]([O:25][CH2:26][CH3:27])=[O:24])[N:20]=[C:19]([C:37]([CH3:41])=[CH2:36])[CH:18]=3)=[CH:15][CH:16]=2)[CH:8]=[CH:9][CH:10]=1)(=[O:4])=[O:3]. The catalyst class is: 70. (3) Reactant: [CH3:1][C:2]1[N:25]([CH3:26])[C:5]2[CH:6]=[C:7]([C:22](O)=[O:23])[C:8]3[CH2:9][CH2:10][C:11]4([NH:20][C:21]=3[C:4]=2[N:3]=1)[CH2:19][C:18]1[C:13](=[CH:14][CH:15]=[CH:16][CH:17]=1)[CH2:12]4.[CH2:27]([NH2:29])[CH3:28]. Product: [CH2:27]([NH:29][C:22]([C:7]1[C:8]2[CH2:9][CH2:10][C:11]3([NH:20][C:21]=2[C:4]2[N:3]=[C:2]([CH3:1])[N:25]([CH3:26])[C:5]=2[CH:6]=1)[CH2:19][C:18]1[C:13](=[CH:14][CH:15]=[CH:16][CH:17]=1)[CH2:12]3)=[O:23])[CH3:28]. The catalyst class is: 7. (4) Reactant: [H-].[Na+].[NH2:3][C:4]1[C:9]([Cl:10])=[C:8]([CH2:11][N:12]2[CH2:18][CH2:17][C:16](=[O:19])[N:15]([CH3:20])[CH2:14][CH2:13]2)[CH:7]=[CH:6][N:5]=1.Cl[C:22]1[S:23][C:24]([C:27]#[N:28])=[CH:25][N:26]=1. Product: [Cl:10][C:9]1[C:4]([NH:3][C:22]2[S:23][C:24]([C:27]#[N:28])=[CH:25][N:26]=2)=[N:5][CH:6]=[CH:7][C:8]=1[CH2:11][N:12]1[CH2:18][CH2:17][C:16](=[O:19])[N:15]([CH3:20])[CH2:14][CH2:13]1. The catalyst class is: 1. (5) Reactant: [CH3:1][C:2]([CH3:38])([CH3:37])[C:3](=[O:36])[CH2:4][O:5][C:6]1[CH:11]=[CH:10][C:9]([C:12]([C:17]2[CH:18]=[C:19]([CH3:34])[C:20]3[O:24][C:23]([C:25]([N:27]([CH2:29][C:30]([OH:32])=[O:31])[CH3:28])=[O:26])=[CH:22][C:21]=3[CH:33]=2)([CH2:15][CH3:16])[CH2:13][CH3:14])=[CH:8][C:7]=1[CH3:35].[BH4-].[Na+]. Product: [CH2:13]([C:12]([C:17]1[CH:18]=[C:19]([CH3:34])[C:20]2[O:24][C:23]([C:25]([N:27]([CH2:29][C:30]([OH:32])=[O:31])[CH3:28])=[O:26])=[CH:22][C:21]=2[CH:33]=1)([C:9]1[CH:10]=[CH:11][C:6]([O:5][CH2:4][CH:3]([OH:36])[C:2]([CH3:37])([CH3:38])[CH3:1])=[C:7]([CH3:35])[CH:8]=1)[CH2:15][CH3:16])[CH3:14]. The catalyst class is: 1.